Dataset: Full USPTO retrosynthesis dataset with 1.9M reactions from patents (1976-2016). Task: Predict the reactants needed to synthesize the given product. (1) Given the product [Cl:14][C:11]1[CH:10]=[CH:9][C:8]([C:7]2[CH:6]=[CH:5][N:4]3[C:15](=[O:29])[N:16]([CH2:18][C:19]4[CH:20]=[N:21][C:22]([C:25]([F:27])([F:26])[F:28])=[CH:23][CH:24]=4)[N:17]=[C:3]3[C:2]=2[C:35]2[CH:36]=[CH:37][C:32]([CH:30]=[O:31])=[CH:33][CH:34]=2)=[CH:13][CH:12]=1, predict the reactants needed to synthesize it. The reactants are: Br[C:2]1[C:3]2[N:4]([C:15](=[O:29])[N:16]([CH2:18][C:19]3[CH:20]=[N:21][C:22]([C:25]([F:28])([F:27])[F:26])=[CH:23][CH:24]=3)[N:17]=2)[CH:5]=[CH:6][C:7]=1[C:8]1[CH:13]=[CH:12][C:11]([Cl:14])=[CH:10][CH:9]=1.[CH:30]([C:32]1[CH:37]=[CH:36][C:35](B(O)O)=[CH:34][CH:33]=1)=[O:31].C1(P(C2CCCCC2)C2C=CC=CC=2C2C(OC)=CC=CC=2OC)CCCCC1.[O-]P([O-])([O-])=O.[K+].[K+].[K+]. (2) Given the product [CH2:1]([N:3]1[CH2:16][CH2:15][C:6]2[N:7]([CH2:18][CH2:17][C:19]3[CH:24]=[CH:23][CH:22]=[CH:21][N:20]=3)[C:8]3[CH:9]=[CH:10][C:11]([CH3:14])=[CH:12][C:13]=3[C:5]=2[CH2:4]1)[CH3:2], predict the reactants needed to synthesize it. The reactants are: [CH2:1]([N:3]1[CH2:16][CH2:15][C:6]2[NH:7][C:8]3[CH:9]=[CH:10][C:11]([CH3:14])=[CH:12][C:13]=3[C:5]=2[CH2:4]1)[CH3:2].[CH:17]([C:19]1[CH:24]=[CH:23][CH:22]=[CH:21][N:20]=1)=[CH2:18].[Na].FC(F)(F)C([O-])=O. (3) Given the product [Cl:1][C:2]1[CH:15]=[CH:14][CH:13]=[C:12]([CH3:16])[C:3]=1[CH2:4][NH:5][C:6]1[S:7][C:8](=[CH:30][C:27]2[CH:28]=[C:29]3[C:24](=[CH:25][CH:26]=2)[N:23]=[C:22]([NH:32][CH3:33])[N:21]=[C:20]3[O:19][CH2:17][CH3:18])[C:9](=[O:11])[N:10]=1, predict the reactants needed to synthesize it. The reactants are: [Cl:1][C:2]1[CH:15]=[CH:14][CH:13]=[C:12]([CH3:16])[C:3]=1[CH2:4][NH:5][C:6]1[S:7][CH2:8][C:9](=[O:11])[N:10]=1.[CH2:17]([O:19][C:20]1[C:29]2[C:24](=[CH:25][CH:26]=[C:27]([CH:30]=O)[CH:28]=2)[N:23]=[C:22]([NH:32][CH3:33])[N:21]=1)[CH3:18].C(O)(=O)C1C=CC=CC=1.N1CCCCC1. (4) The reactants are: S1C=CC(C2N3N=C(N)N=C3C=CC=2)=C1.Br[C:17]1[CH:18]=[CH:19][C:20]2[N:21]([N:23]=[C:24]([NH:26][C:27](=[O:34])[C:28]3[CH:33]=[CH:32][CH:31]=[CH:30][CH:29]=3)[N:25]=2)[CH:22]=1.[OH:35][C:36]1[CH:37]=[C:38](B(O)O)[CH:39]=[CH:40][CH:41]=1. Given the product [OH:35][C:36]1[CH:41]=[C:40]([C:17]2[CH:18]=[CH:19][C:20]3[N:21]([N:23]=[C:24]([NH:26][C:27](=[O:34])[C:28]4[CH:33]=[CH:32][CH:31]=[CH:30][CH:29]=4)[N:25]=3)[CH:22]=2)[CH:39]=[CH:38][CH:37]=1, predict the reactants needed to synthesize it. (5) The reactants are: [CH3:1][C:2]1[CH:3]=[C:4]([C:12]2[CH:17]=[CH:16][C:15]([N+:18]([O-:20])=[O:19])=[CH:14][CH:13]=2)[CH:5]=[CH:6][C:7]=1[C:8]([O:10][CH3:11])=[O:9].C(OOC(=O)C1C=CC=CC=1)(=O)C1C=CC=CC=1.C1C(=O)N([Br:46])C(=O)C1. Given the product [Br:46][CH2:1][C:2]1[CH:3]=[C:4]([C:12]2[CH:17]=[CH:16][C:15]([N+:18]([O-:20])=[O:19])=[CH:14][CH:13]=2)[CH:5]=[CH:6][C:7]=1[C:8]([O:10][CH3:11])=[O:9], predict the reactants needed to synthesize it. (6) Given the product [ClH:30].[NH:11]1[CH2:12][CH2:13][CH:8]([C:6]2[N:5]3[N:21]=[C:22]4[CH:27]=[CH:26][CH:25]=[N:24][C:23]4=[C:4]3[NH:3][C:2](=[O:1])[CH:7]=2)[CH2:9][CH2:10]1, predict the reactants needed to synthesize it. The reactants are: [O:1]=[C:2]1[CH:7]=[C:6]([CH:8]2[CH2:13][CH2:12][N:11](C(OC(C)(C)C)=O)[CH2:10][CH2:9]2)[N:5]2[N:21]=[C:22]3[CH:27]=[CH:26][CH:25]=[N:24][C:23]3=[C:4]2[NH:3]1.CO.[ClH:30]. (7) Given the product [N:1]1[N:2]=[CH:9][N:4]2[CH:5]=[CH:6][N:7]=[CH:8][C:3]=12, predict the reactants needed to synthesize it. The reactants are: [NH:1]([C:3]1[CH:8]=[N:7][CH:6]=[CH:5][N:4]=1)[NH2:2].[CH:9](OC)(OC)OC. (8) Given the product [CH3:23][S:24]([O:15][CH:12]1[CH2:11][CH2:10][N:9]([C:6]2[N:7]=[CH:8][C:3]([CH2:1][CH3:2])=[CH:4][N:5]=2)[CH2:14][CH2:13]1)(=[O:26])=[O:25], predict the reactants needed to synthesize it. The reactants are: [CH2:1]([C:3]1[CH:4]=[N:5][C:6]([N:9]2[CH2:14][CH2:13][CH:12]([OH:15])[CH2:11][CH2:10]2)=[N:7][CH:8]=1)[CH3:2].CCN(CC)CC.[CH3:23][S:24](Cl)(=[O:26])=[O:25].